This data is from Experimentally validated miRNA-target interactions with 360,000+ pairs, plus equal number of negative samples. The task is: Binary Classification. Given a miRNA mature sequence and a target amino acid sequence, predict their likelihood of interaction. (1) The miRNA is mmu-miR-369-3p with sequence AAUAAUACAUGGUUGAUCUUU. The protein sequence of the target gene is MSDQIKFIMDSLNKEPFRKNYNLITFDSLEPMQLLQVLSDVLAEIDPKQLVDIREEMPEQTAKRMLSLLGILKYKPSGNATDMSTFRQGLVIGSKPVIYPVLHWLLQRTNELKKRAYLARFLIKLEVPSEFLQDETVADTNKQYEELMEAFKTLHKEYEQLKISGFSTAEIRKDISAMEEEKDQLIKRVEHLKKRVETAQNHQWMLKIARQLRVEKEREEYLAQQKQEQKNQLFHAVQRLQRVQNQLKSMRQAAADAKPESLMKRLEEEIKFNLYMVTEKFPKELENKKKELHFLQKVVS.... Result: 0 (no interaction). (2) The miRNA is hsa-miR-4274 with sequence CAGCAGUCCCUCCCCCUG. The protein sequence of the target gene is MPRSPGTRLKPAKYIPVATAAALLVGSSTLFFVFTCPWLTRAVSPAIPVYNGILFLFVLANFSMATFMDPGVFPRADEDEDKEDDFRAPLYKNVDVRGIQVRMKWCATCHFYRPPRCSHCSVCDNCVEDFDHHCPWVNNCIGRRNYRYFFLFLLSLSAHMVGVVAFGLLYVLNHSEGLGAAHTTITMAVMCVAGLFFIPVIGLTGFHVVLVTRGRTTNEQVTGKFRGGVNPFTRGCYGNVEHVLCSPLAPRYVVEPPRMPLSVSLKPPFLRPELLERAVPLKVKLSDNGLKAGRSKSKGS.... Result: 0 (no interaction).